From a dataset of CYP3A4 inhibition data for predicting drug metabolism from PubChem BioAssay. Regression/Classification. Given a drug SMILES string, predict its absorption, distribution, metabolism, or excretion properties. Task type varies by dataset: regression for continuous measurements (e.g., permeability, clearance, half-life) or binary classification for categorical outcomes (e.g., BBB penetration, CYP inhibition). Dataset: cyp3a4_veith. (1) The compound is S=c1[nH]nc(CSCc2ccccc2Cl)n1-c1ccccc1. The result is 1 (inhibitor). (2) The compound is C[C@@H](N)C(=O)O. The result is 0 (non-inhibitor). (3) The drug is CN1CCCC2(CCN(C(=O)c3cccn3C)CC2)C1. The result is 0 (non-inhibitor). (4) The drug is CC(C)(C)C(=O)OCOC(=O)[C@@H]1N2C(=O)[C@@H](NC(=O)[C@@H](N)c3ccccc3)[C@H]2SC1(C)C. The result is 1 (inhibitor). (5) The compound is CCCC(=O)Nc1ncnc2c1ncn2[C@@H]1O[C@@H]2COP(=O)([O-])O[C@H]2[C@H]1OC(=O)CCC. The result is 0 (non-inhibitor). (6) The molecule is CCCCCCCCN1C(=O)N(C)C(N(O)C(=O)NC)C1(C)C. The result is 1 (inhibitor). (7) The molecule is CCCN1C[C@@H](CSC)C[C@H]2c3cccc4[nH]cc(c34)C[C@@H]21.CS(=O)(=O)O. The result is 1 (inhibitor). (8) The molecule is Nc1nc(-c2cc(-c3cccc4ccccc34)nc(N)n2)cc(-c2cccc3ccccc23)n1. The result is 0 (non-inhibitor). (9) The result is 0 (non-inhibitor). The compound is CCNCCC1(CC)C(=O)NC(=O)NC1=O. (10) The molecule is COc1cc2c(cc1OC)[C@H](C)NCC2. The result is 0 (non-inhibitor).